Predict the reaction yield, written as a fraction of the theoretical maximum amount of product (1.0 means a 100% yield; for example, 0.34 means a 34% yield). From a dataset of Reaction yield outcomes from USPTO patents with 853,638 reactions. (1) The reactants are [CH3:1][C:2]1([CH2:18][NH:19][C:20]2[CH:21]=[C:22]([CH:25]=[CH:26][C:27]=2[N+:28]([O-])=O)[C:23]#[N:24])[CH2:17][CH2:16][CH2:15][C:4]2([O:8][C:7](=[O:9])[N:6]([CH2:10][C:11]([CH3:14])([CH3:13])[CH3:12])[CH2:5]2)[CH2:3]1.[C:31](OC)(OC)(OC)[CH2:32][CH3:33].C(O)(=O)CC.C(O)(C(F)(F)F)=O. The catalyst is C(O)CC.CC#N.[Fe]. The product is [CH2:32]([C:33]1[N:19]([CH2:18][C:2]2([CH3:1])[CH2:17][CH2:16][CH2:15][C:4]3([O:8][C:7](=[O:9])[N:6]([CH2:10][C:11]([CH3:12])([CH3:13])[CH3:14])[CH2:5]3)[CH2:3]2)[C:20]2[CH:21]=[C:22]([C:23]#[N:24])[CH:25]=[CH:26][C:27]=2[N:28]=1)[CH3:31]. The yield is 0.690. (2) The reactants are [CH2:1]([N:8]1[CH2:13][CH2:12][CH:11]([NH:14][C:15]2[CH:23]=[C:22]3[C:18]([CH2:19][CH2:20][N:21]3[C:24](=[O:26])[CH3:25])=[CH:17][CH:16]=2)[CH2:10][CH2:9]1)[C:2]1[CH:7]=[CH:6][CH:5]=[CH:4][CH:3]=1.[C:27]1([CH:33]=[CH:34][S:35](Cl)(=[O:37])=[O:36])[CH:32]=[CH:31][CH:30]=[CH:29][CH:28]=1. The catalyst is C(Cl)Cl. The product is [C:24]([N:21]1[C:22]2[C:18](=[CH:17][CH:16]=[C:15]([N:14]([CH:11]3[CH2:12][CH2:13][N:8]([CH2:1][C:2]4[CH:3]=[CH:4][CH:5]=[CH:6][CH:7]=4)[CH2:9][CH2:10]3)[S:35](/[CH:34]=[CH:33]/[C:27]3[CH:32]=[CH:31][CH:30]=[CH:29][CH:28]=3)(=[O:37])=[O:36])[CH:23]=2)[CH2:19][CH2:20]1)(=[O:26])[CH3:25]. The yield is 0.920. (3) The reactants are [H-].[Na+].[C:3]([N:10]1[CH2:15][CH2:14][CH:13]([OH:16])[CH2:12][CH2:11]1)([O:5][C:6]([CH3:9])([CH3:8])[CH3:7])=[O:4].F[C:18]1[CH:19]=[C:20]([N+:24]([O-:26])=[O:25])[CH:21]=[CH:22][CH:23]=1. The catalyst is CS(C)=O. The product is [C:6]([O:5][C:3]([N:10]1[CH2:15][CH2:14][CH:13]([O:16][C:18]2[CH:23]=[CH:22][CH:21]=[C:20]([N+:24]([O-:26])=[O:25])[CH:19]=2)[CH2:12][CH2:11]1)=[O:4])([CH3:9])([CH3:8])[CH3:7]. The yield is 0.310. (4) The reactants are [N+:1]([C:4]1[CH:12]=[C:11]2[C:7]([CH:8]=[N:9][NH:10]2)=[CH:6][CH:5]=1)([O-:3])=[O:2].[OH-].[Na+].[I:15]I. The catalyst is O1CCOCC1. The product is [I:15][C:8]1[C:7]2[C:11](=[CH:12][C:4]([N+:1]([O-:3])=[O:2])=[CH:5][CH:6]=2)[NH:10][N:9]=1. The yield is 0.920.